From a dataset of Forward reaction prediction with 1.9M reactions from USPTO patents (1976-2016). Predict the product of the given reaction. (1) Given the reactants C1C2C(=CC=CC=2)CCC1.[CH3:11][O:12][C:13]1[CH:14]=[C:15]2[C:20](=[CH:21][CH:22]=1)[C:19](=[O:23])[CH2:18][CH2:17][CH2:16]2.S(=O)(=O)(O)O.[N+:29]([O-:32])([OH:31])=[O:30], predict the reaction product. The product is: [CH3:11][O:12][C:13]1[C:14]([N+:29]([O-:31])=[O:30])=[C:15]2[C:20](=[CH:21][CH:22]=1)[C:19](=[O:23])[CH2:18][CH2:17][CH2:16]2.[CH3:11][O:12][C:13]1[CH:14]=[C:15]2[C:20](=[CH:21][C:22]=1[N+:29]([O-:32])=[O:30])[C:19](=[O:23])[CH2:18][CH2:17][CH2:16]2. (2) Given the reactants [C:1]([O:5][C:6]([NH:8][C@H:9]([CH2:16]OS(C1C=CC(C)=CC=1)(=O)=O)[CH2:10][CH2:11][C:12]([O:14][CH3:15])=[O:13])=[O:7])([CH3:4])([CH3:3])[CH3:2].[N-:28]=[N+:29]=[N-:30].[Na+], predict the reaction product. The product is: [N:28]([CH2:16][C@@H:9]([NH:8][C:6]([O:5][C:1]([CH3:4])([CH3:3])[CH3:2])=[O:7])[CH2:10][CH2:11][C:12]([O:14][CH3:15])=[O:13])=[N+:29]=[N-:30]. (3) Given the reactants [CH3:1][C:2]1[CH:3]=[CH:4][N:5]2[C:10]=1[C:9](=[O:11])[N:8]([C:12]1[CH:17]=[CH:16][CH:15]=[CH:14][CH:13]=1)[C:7]([C@@H:18]([NH:20][C:21]1[C:22]3[C:29]([C:30]4[CH:38]=[C:37]([NH:39][S:40]([CH3:43])(=[O:42])=[O:41])[CH:36]=[C:35]5[C:31]=4[CH:32]=[N:33][NH:34]5)=[CH:28][N:27](COCC[Si](C)(C)C)[C:23]=3[N:24]=[CH:25][N:26]=1)[CH3:19])=[N:6]2.FC(F)(F)C(O)=O.N, predict the reaction product. The product is: [CH3:1][C:2]1[CH:3]=[CH:4][N:5]2[C:10]=1[C:9](=[O:11])[N:8]([C:12]1[CH:13]=[CH:14][CH:15]=[CH:16][CH:17]=1)[C:7]([C@@H:18]([NH:20][C:21]1[C:22]3[C:29]([C:30]4[CH:38]=[C:37]([NH:39][S:40]([CH3:43])(=[O:42])=[O:41])[CH:36]=[C:35]5[C:31]=4[CH:32]=[N:33][NH:34]5)=[CH:28][NH:27][C:23]=3[N:24]=[CH:25][N:26]=1)[CH3:19])=[N:6]2. (4) Given the reactants C(O)(C(F)(F)F)=O.[CH3:8][CH:9]1[CH2:26][CH2:25][CH2:24][C@H:23]([NH:27]C(=O)OC(C)(C)C)[C:22]2[CH:35]=[C:18]([CH:19]=[CH:20][N:21]=2)[C:17]2[CH:16]=[CH:15][N:14]=[CH:13][C:12]=2[NH:11][C:10]1=[O:36], predict the reaction product. The product is: [NH2:27][C@@H:23]1[C:22]2[CH:35]=[C:18]([CH:19]=[CH:20][N:21]=2)[C:17]2[CH:16]=[CH:15][N:14]=[CH:13][C:12]=2[NH:11][C:10](=[O:36])[CH:9]([CH3:8])[CH2:26][CH2:25][CH2:24]1. (5) Given the reactants [CH2:1]([S:3][C:4]1[CH:9]=[CH:8][N:7]=[CH:6][C:5]=1[CH2:10][NH2:11])[CH3:2].[Cl:12][C:13]1[CH:14]=[C:15]([CH:19]=[C:20]([C:22]([F:25])([F:24])[F:23])[CH:21]=1)[C:16](O)=[O:17], predict the reaction product. The product is: [Cl:12][C:13]1[CH:14]=[C:15]([CH:19]=[C:20]([C:22]([F:23])([F:24])[F:25])[CH:21]=1)[C:16]([NH:11][CH2:10][C:5]1[CH:6]=[N:7][CH:8]=[CH:9][C:4]=1[S:3][CH2:1][CH3:2])=[O:17].